From a dataset of Peptide-MHC class I binding affinity with 185,985 pairs from IEDB/IMGT. Regression. Given a peptide amino acid sequence and an MHC pseudo amino acid sequence, predict their binding affinity value. This is MHC class I binding data. (1) The peptide sequence is SLYNTVATL. The MHC is HLA-A29:02 with pseudo-sequence HLA-A29:02. The binding affinity (normalized) is 0. (2) The peptide sequence is FLMSFTILCL. The MHC is HLA-A02:01 with pseudo-sequence HLA-A02:01. The binding affinity (normalized) is 0.795.